This data is from Forward reaction prediction with 1.9M reactions from USPTO patents (1976-2016). The task is: Predict the product of the given reaction. (1) Given the reactants CO.[N+](C1C=C[C:9]([C:10](O)=[O:11])=[CH:8][CH:7]=1)([O-])=O.[CH:15]1[CH2:19][CH2:18][CH2:17][CH:16]=1.[CH3:20][CH2:21][CH2:22][CH2:23][CH3:24], predict the reaction product. The product is: [O:11]1[C:10]2[C:23](=[CH:24][CH:7]=[CH:8][CH:9]=2)[C:22]([C@H:15]2[CH2:19][CH2:18][CH:17]=[CH:16]2)=[CH:21][CH2:20]1. (2) Given the reactants C(=O)([O-])[O-].[K+].[K+].[F:7][CH2:8][CH2:9][NH2:10].[C:11]([C:13]1[N:18]=[CH:17][C:16]([C:19]2[C:31]3[C:30]4[C:25](=[CH:26][CH:27]=[CH:28][CH:29]=4)[N:24]([C:32]4[CH:44]=[CH:43][C:35]([C:36]([O:38][C:39]([CH3:42])([CH3:41])[CH3:40])=[O:37])=[C:34](F)[CH:33]=4)[C:23]=3[CH:22]=[CH:21][CH:20]=2)=[CH:15][CH:14]=1)#[N:12], predict the reaction product. The product is: [C:11]([C:13]1[N:18]=[CH:17][C:16]([C:19]2[C:31]3[C:30]4[C:25](=[CH:26][CH:27]=[CH:28][CH:29]=4)[N:24]([C:32]4[CH:33]=[CH:34][C:35]([C:36]([O:38][C:39]([CH3:40])([CH3:41])[CH3:42])=[O:37])=[C:43]([NH:10][CH2:9][CH2:8][F:7])[CH:44]=4)[C:23]=3[CH:22]=[CH:21][CH:20]=2)=[CH:15][CH:14]=1)#[N:12]. (3) The product is: [CH2:11]([NH:18][C:19]([O:1][CH:2]([CH3:10])/[CH:3]=[CH:4]/[C:5]([O:7][CH2:8][CH3:9])=[O:6])=[O:20])[C:12]1[CH:17]=[CH:16][CH:15]=[CH:14][CH:13]=1. Given the reactants [OH:1][CH:2]([CH3:10])/[CH:3]=[CH:4]/[C:5]([O:7][CH2:8][CH3:9])=[O:6].[CH2:11]([N:18]=[C:19]=[O:20])[C:12]1[CH:17]=[CH:16][CH:15]=[CH:14][CH:13]=1, predict the reaction product. (4) Given the reactants [CH2:1]([O:3][C:4]([C:6]1[N:14]([CH3:15])[C:13]2[CH:12]=[CH:11][N:10]=[CH:9][C:8]=2[C:7]=1[NH2:16])=[O:5])[CH3:2].[CH:17]1([C:20]2[CH:25]=[CH:24][C:23](I)=[C:22]([F:27])[CH:21]=2)[CH2:19][CH2:18]1.CC1(C)C2C(=C(P(C3C=CC=CC=3)C3C=CC=CC=3)C=CC=2)OC2C(P(C3C=CC=CC=3)C3C=CC=CC=3)=CC=CC1=2.C(=O)([O-])[O-].[Cs+].[Cs+], predict the reaction product. The product is: [CH2:1]([O:3][C:4]([C:6]1[N:14]([CH3:15])[C:13]2[CH:12]=[CH:11][N:10]=[CH:9][C:8]=2[C:7]=1[NH:16][C:23]1[CH:24]=[CH:25][C:20]([CH:17]2[CH2:19][CH2:18]2)=[CH:21][C:22]=1[F:27])=[O:5])[CH3:2].